From a dataset of In vitro SARS-CoV-2 activity screen of 1,480 approved drugs from Prestwick library. Binary Classification. Given a drug SMILES string, predict its activity (active/inactive) in a high-throughput screening assay against a specified biological target. (1) The molecule is CO[C@@]1(NC(=O)CSCC#N)C(=O)N2C(C(=O)[O-])=C(CSc3nnnn3C)CS[C@@H]21.[Na+]. The result is 0 (inactive). (2) The compound is NC(=O)Nc1ccc([As](=O)(O)O)cc1. The result is 0 (inactive). (3) The result is 1 (active). The compound is CN(C)CCOC(=O)C(c1ccccc1)C1(O)CCCC1.Cl. (4) The molecule is Br.C[N+]1([O-])[C@H]2CC(OC(=O)[C@H](CO)c3ccccc3)C[C@@H]1[C@H]1O[C@@H]21. The result is 0 (inactive). (5) The drug is Cc1c(N)c(=O)n(-c2ccccc2)n1C. The result is 0 (inactive). (6) The result is 0 (inactive). The drug is CC(C)Oc1ccc2c(=O)c(-c3ccccc3)coc2c1. (7) The molecule is CN(CCCCCCCCCCN(C)C(=O)Oc1cccc([N+](C)(C)C)c1)C(=O)Oc1cccc([N+](C)(C)C)c1.[Br-].[Br-]. The result is 0 (inactive).